Dataset: Forward reaction prediction with 1.9M reactions from USPTO patents (1976-2016). Task: Predict the product of the given reaction. (1) The product is: [Br:1][C:2]1[CH:3]=[C:4]([C:14]2[O:15][CH:16]=[CH:17][CH:18]=2)[CH:5]=[CH:6][CH:7]=1. Given the reactants [Br:1][C:2]1[CH:7]=[CH:6][CH:5]=[C:4](I)[CH:3]=1.C([Sn](CCCC)(CCCC)[C:14]1[O:15][CH:16]=[CH:17][CH:18]=1)CCC.C1(C)C=CC=CC=1P(C1C=CC=CC=1C)C1C=CC=CC=1C, predict the reaction product. (2) Given the reactants [Cl:1][C:2]1[N:11]=[CH:10][CH:9]=[C:8]2[C:3]=1[CH:4]=[C:5]([C:29]1[CH:34]=[CH:33][CH:32]=[CH:31][CH:30]=1)[C:6]([C:12]1[CH:17]=[CH:16][C:15]([C:18]3([NH:21]C(=O)OC(C)(C)C)[CH2:20][CH2:19]3)=[CH:14][CH:13]=1)=[N:7]2.Cl.CCOC(C)=O, predict the reaction product. The product is: [Cl-:1].[Cl:1][C:2]1[N:11]=[CH:10][CH:9]=[C:8]2[C:3]=1[CH:4]=[C:5]([C:29]1[CH:30]=[CH:31][CH:32]=[CH:33][CH:34]=1)[C:6]([C:12]1[CH:13]=[CH:14][C:15]([C:18]3([NH3+:21])[CH2:19][CH2:20]3)=[CH:16][CH:17]=1)=[N:7]2. (3) Given the reactants [CH2:1]1COC23OCCOC2([C@]2(CC[C@H]4[C@@H](C[C@H](COC)C5[C@]4(C)CCCC5)[C@@H]2C3)C)[O:2]1.[C:31]([C@@H:33]1[CH:50]2[C@:45]([CH3:52])([CH2:46][CH2:47][C:48](=[O:51])[CH2:49]2)[C@@H:44]2[C@H:35]([C@H:36]3[C@@:40]([CH2:42][CH2:43]2)([CH3:41])[C:39](=[O:53])[CH2:38][CH2:37]3)[CH2:34]1)#N, predict the reaction product. The product is: [CH3:1][O:2][CH2:31][C@@H:33]1[CH:50]2[C@:45]([CH3:52])([CH2:46][CH2:47][C:48](=[O:51])[CH2:49]2)[C@@H:44]2[C@H:35]([C@H:36]3[C@@:40]([CH2:42][CH2:43]2)([CH3:41])[C:39](=[O:53])[CH2:38][CH2:37]3)[CH2:34]1. (4) The product is: [CH2:1]([C:8]1[C:17]2[C:12](=[CH:13][CH:14]=[C:15]([C:23]3[CH:24]=[CH:25][N:20]=[CH:21][CH:22]=3)[CH:16]=2)[C:11](=[O:19])[NH:10][N:9]=1)[C:2]1[CH:7]=[CH:6][CH:5]=[CH:4][CH:3]=1. Given the reactants [CH2:1]([C:8]1[C:17]2[C:12](=[CH:13][CH:14]=[C:15](Br)[CH:16]=2)[C:11](=[O:19])[NH:10][N:9]=1)[C:2]1[CH:7]=[CH:6][CH:5]=[CH:4][CH:3]=1.[N:20]1[CH:25]=[CH:24][C:23](B(O)O)=[CH:22][CH:21]=1.ClCCl.C(=O)([O-])[O-].[K+].[K+], predict the reaction product.